From a dataset of Full USPTO retrosynthesis dataset with 1.9M reactions from patents (1976-2016). Predict the reactants needed to synthesize the given product. Given the product [Cl:10][C:14]1[C:23]2[C:18](=[CH:19][CH:20]=[CH:21][CH:22]=2)[NH:17][C:16](=[O:24])[C:15]=1[C:25]([N:27]([CH2:37][C:38]1[CH:43]=[CH:42][C:41]([O:44][CH3:45])=[CH:40][CH:39]=1)[CH2:28][C:29]1[CH:34]=[CH:33][C:32]([O:35][CH3:36])=[CH:31][CH:30]=1)=[O:26], predict the reactants needed to synthesize it. The reactants are: C(N(CC)CC)C.P(Cl)(Cl)([Cl:10])=O.O[C:14]1[C:23]2[C:18](=[CH:19][CH:20]=[CH:21][CH:22]=2)[NH:17][C:16](=[O:24])[C:15]=1[C:25]([N:27]([CH2:37][C:38]1[CH:43]=[CH:42][C:41]([O:44][CH3:45])=[CH:40][CH:39]=1)[CH2:28][C:29]1[CH:34]=[CH:33][C:32]([O:35][CH3:36])=[CH:31][CH:30]=1)=[O:26].